This data is from Forward reaction prediction with 1.9M reactions from USPTO patents (1976-2016). The task is: Predict the product of the given reaction. (1) Given the reactants [CH3:1][C:2]1[CH:7]=[CH:6][CH:5]=[CH:4][C:3]=1[C:8]1[CH:13]=[CH:12][C:11]([C:14](O)=O)=[CH:10][C:9]=1[CH2:17][S:18]([CH3:21])(=[O:20])=[O:19].[NH2:22][C:23](=[N:35][OH:36])[C:24]1[CH:33]=[CH:32][C:27]([C:28]([O:30][CH3:31])=[O:29])=[C:26]([Cl:34])[CH:25]=1, predict the reaction product. The product is: [Cl:34][C:26]1[CH:25]=[C:24]([C:23]2[N:22]=[C:14]([C:11]3[CH:12]=[CH:13][C:8]([C:3]4[CH:4]=[CH:5][CH:6]=[CH:7][C:2]=4[CH3:1])=[C:9]([CH2:17][S:18]([CH3:21])(=[O:20])=[O:19])[CH:10]=3)[O:36][N:35]=2)[CH:33]=[CH:32][C:27]=1[C:28]([O:30][CH3:31])=[O:29]. (2) Given the reactants [OH-].[Na+].[CH2:3]([O:14][C:15]1[CH:16]=[C:17]([CH:22]=[CH:23][CH:24]=1)[C:18]([O:20]C)=[O:19])[CH2:4][CH2:5][CH2:6][CH2:7][CH2:8][CH2:9][CH2:10][CH2:11][CH2:12][CH3:13], predict the reaction product. The product is: [CH2:3]([O:14][C:15]1[CH:16]=[C:17]([CH:22]=[CH:23][CH:24]=1)[C:18]([OH:20])=[O:19])[CH2:4][CH2:5][CH2:6][CH2:7][CH2:8][CH2:9][CH2:10][CH2:11][CH2:12][CH3:13]. (3) Given the reactants [NH:1]1[CH2:4][CH:3]([N:5]2[CH:9]=[C:8]([C:10]3[CH:11]=[N:12][C:13]4[C:18]([CH:19]=3)=[CH:17][C:16]([CH2:20][C:21]3[N:25]5[N:26]=[C:27]([CH3:30])[CH:28]=[CH:29][C:24]5=[N:23][N:22]=3)=[CH:15][CH:14]=4)[CH:7]=[N:6]2)[CH2:2]1.[CH:31](=O)[CH3:32].C(O[BH-](OC(=O)C)OC(=O)C)(=O)C.[Na+], predict the reaction product. The product is: [CH2:31]([N:1]1[CH2:4][CH:3]([N:5]2[CH:9]=[C:8]([C:10]3[CH:11]=[N:12][C:13]4[C:18]([CH:19]=3)=[CH:17][C:16]([CH2:20][C:21]3[N:25]5[N:26]=[C:27]([CH3:30])[CH:28]=[CH:29][C:24]5=[N:23][N:22]=3)=[CH:15][CH:14]=4)[CH:7]=[N:6]2)[CH2:2]1)[CH3:32]. (4) Given the reactants [CH:1]1([C:4]2[C:5]([O:15][CH2:16][CH:17]3[CH2:22][CH2:21][N:20]([CH2:23][C:24]4[CH:29]=[C:28]([Cl:30])[CH:27]=[C:26]([Cl:31])[C:25]=4I)[CH2:19][CH2:18]3)=[CH:6][C:7]([F:14])=[C:8]([CH:13]=2)[C:9]([O:11][CH3:12])=[O:10])[CH2:3][CH2:2]1.[Cu](C#N)[C:34]#[N:35], predict the reaction product. The product is: [CH:1]1([C:4]2[C:5]([O:15][CH2:16][CH:17]3[CH2:22][CH2:21][N:20]([CH2:23][C:24]4[CH:29]=[C:28]([Cl:30])[CH:27]=[C:26]([Cl:31])[C:25]=4[C:34]#[N:35])[CH2:19][CH2:18]3)=[CH:6][C:7]([F:14])=[C:8]([CH:13]=2)[C:9]([O:11][CH3:12])=[O:10])[CH2:3][CH2:2]1. (5) Given the reactants [Cl:1][C:2]1[CH:3]=[C:4]2[C:9](=[CH:10][C:11]=1[O:12][C:13]1[CH:18]=[CH:17][C:16]([C:19](=[O:35])[NH:20][C:21]3[N:26]=[C:25]([C:27]4[CH:28]=[N:29][C:30]([O:33][CH3:34])=[CH:31][CH:32]=4)[CH:24]=[CH:23][CH:22]=3)=[CH:15][CH:14]=1)[O:8][CH2:7][CH2:6][CH:5]2[C:36]([OH:38])=[O:37].C[O-].[Na+:41].CO, predict the reaction product. The product is: [Cl:1][C:2]1[CH:3]=[C:4]2[C:9](=[CH:10][C:11]=1[O:12][C:13]1[CH:18]=[CH:17][C:16]([C:19](=[O:35])[NH:20][C:21]3[N:26]=[C:25]([C:27]4[CH:28]=[N:29][C:30]([O:33][CH3:34])=[CH:31][CH:32]=4)[CH:24]=[CH:23][CH:22]=3)=[CH:15][CH:14]=1)[O:8][CH2:7][CH2:6][CH:5]2[C:36]([O-:38])=[O:37].[Na+:41]. (6) Given the reactants Br[C:2]1[C:3]([Cl:19])=[C:4]2[N:10]=[CH:9][N:8]([CH2:11][O:12][CH2:13][CH2:14][Si:15]([CH3:18])([CH3:17])[CH3:16])[C:5]2=[N:6][CH:7]=1.C[N+]12CC(=O)O[B-]1(C=C)O[C:24](=O)[CH2:25]2.C(=O)([O-])[O-].[K+].[K+].O1CCOCC1.O, predict the reaction product. The product is: [Cl:19][C:3]1[C:2]([CH:24]=[CH2:25])=[CH:7][N:6]=[C:5]2[N:8]([CH2:11][O:12][CH2:13][CH2:14][Si:15]([CH3:18])([CH3:17])[CH3:16])[CH:9]=[N:10][C:4]=12. (7) Given the reactants [CH3:1][O:2][C:3]([C:5]1[C:6]([OH:33])=[C:7]2[C:12](=[CH:13][N:14]=1)[N:11]([CH2:15][C:16]1[CH:21]=[CH:20][CH:19]=[CH:18][CH:17]=1)[C:10](=[O:22])[C:9]([C:23]1[CH:28]=[CH:27][CH:26]=[C:25]([C:29]([F:32])([F:31])[F:30])[CH:24]=1)=[CH:8]2)=[O:4].[Br:34]N1C(=O)CCC1=O, predict the reaction product. The product is: [CH3:1][O:2][C:3]([C:5]1[C:6]([OH:33])=[C:7]2[C:12](=[C:13]([Br:34])[N:14]=1)[N:11]([CH2:15][C:16]1[CH:17]=[CH:18][CH:19]=[CH:20][CH:21]=1)[C:10](=[O:22])[C:9]([C:23]1[CH:28]=[CH:27][CH:26]=[C:25]([C:29]([F:32])([F:31])[F:30])[CH:24]=1)=[CH:8]2)=[O:4]. (8) Given the reactants C(=O)([O-])[O-].[K+].[K+].[NH:7]1[CH2:12][CH2:11][O:10][CH2:9][CH2:8]1.Cl[CH2:14][CH2:15][CH2:16][O:17][C:18]1[CH:27]=[CH:26][C:25]2[N:24]=[C:23]([NH2:28])[C:22]3[N:29]=[C:30]([CH2:35][O:36][CH3:37])[N:31]([CH2:32][CH2:33][CH3:34])[C:21]=3[C:20]=2[CH:19]=1.CN(C=O)C, predict the reaction product. The product is: [CH3:37][O:36][CH2:35][C:30]1[N:31]([CH2:32][CH2:33][CH3:34])[C:21]2[C:20]3[CH:19]=[C:18]([O:17][CH2:16][CH2:15][CH2:14][N:7]4[CH2:12][CH2:11][O:10][CH2:9][CH2:8]4)[CH:27]=[CH:26][C:25]=3[N:24]=[C:23]([NH2:28])[C:22]=2[N:29]=1.